From a dataset of Catalyst prediction with 721,799 reactions and 888 catalyst types from USPTO. Predict which catalyst facilitates the given reaction. Reactant: [Cl:1][C:2]1[CH:3]=[C:4]([CH:6]=[CH:7][C:8]=1[C:9]([F:12])([F:11])[F:10])[NH2:5].CO.[I:15]Cl. Product: [Cl:1][C:2]1[C:8]([C:9]([F:10])([F:11])[F:12])=[CH:7][C:6]([I:15])=[C:4]([NH2:5])[CH:3]=1. The catalyst class is: 2.